This data is from NCI-60 drug combinations with 297,098 pairs across 59 cell lines. The task is: Regression. Given two drug SMILES strings and cell line genomic features, predict the synergy score measuring deviation from expected non-interaction effect. (1) Drug 1: C1=CC(=CC=C1C#N)C(C2=CC=C(C=C2)C#N)N3C=NC=N3. Drug 2: CC(C)(C#N)C1=CC(=CC(=C1)CN2C=NC=N2)C(C)(C)C#N. Cell line: SK-MEL-28. Synergy scores: CSS=4.30, Synergy_ZIP=4.35, Synergy_Bliss=-0.541, Synergy_Loewe=2.82, Synergy_HSA=1.31. (2) Drug 1: C1=CC(=CC=C1CCCC(=O)O)N(CCCl)CCCl. Drug 2: CC1C(C(CC(O1)OC2CC(CC3=C2C(=C4C(=C3O)C(=O)C5=C(C4=O)C(=CC=C5)OC)O)(C(=O)CO)O)N)O.Cl. Cell line: HL-60(TB). Synergy scores: CSS=56.4, Synergy_ZIP=-2.17, Synergy_Bliss=-1.72, Synergy_Loewe=1.57, Synergy_HSA=3.67.